Dataset: Peptide-MHC class I binding affinity with 185,985 pairs from IEDB/IMGT. Task: Regression. Given a peptide amino acid sequence and an MHC pseudo amino acid sequence, predict their binding affinity value. This is MHC class I binding data. (1) The MHC is HLA-A23:01 with pseudo-sequence HLA-A23:01. The peptide sequence is RHVKPTGSAVVGLSM. The binding affinity (normalized) is 0. (2) The peptide sequence is VLSDFRTWL. The MHC is HLA-A02:03 with pseudo-sequence HLA-A02:03. The binding affinity (normalized) is 0.818. (3) The peptide sequence is VIANSTNAT. The binding affinity (normalized) is 0.0847. The MHC is HLA-B18:01 with pseudo-sequence HLA-B18:01. (4) The peptide sequence is IAVMHKGKL. The MHC is H-2-Db with pseudo-sequence H-2-Db. The binding affinity (normalized) is 0.0346. (5) The peptide sequence is KYDDRIQSQ. The MHC is HLA-B27:05 with pseudo-sequence HLA-B27:05. The binding affinity (normalized) is 0.0847. (6) The peptide sequence is GMKAFTAAV. The MHC is HLA-A11:01 with pseudo-sequence HLA-A11:01. The binding affinity (normalized) is 0.0847. (7) The peptide sequence is KQLELFWVI. The MHC is HLA-B83:01 with pseudo-sequence HLA-B83:01. The binding affinity (normalized) is 0.213. (8) The MHC is HLA-A24:02 with pseudo-sequence HLA-A24:02. The peptide sequence is ASGFTFSSY. The binding affinity (normalized) is 0.121. (9) The peptide sequence is TFHQTLQDPR. The binding affinity (normalized) is 0.400. The MHC is HLA-A02:06 with pseudo-sequence HLA-A02:06. (10) The peptide sequence is TSSTCMMCY. The MHC is HLA-A01:01 with pseudo-sequence HLA-A01:01. The binding affinity (normalized) is 0.675.